This data is from TCR-epitope binding with 47,182 pairs between 192 epitopes and 23,139 TCRs. The task is: Binary Classification. Given a T-cell receptor sequence (or CDR3 region) and an epitope sequence, predict whether binding occurs between them. The epitope is FADDLNQLTGY. The TCR CDR3 sequence is CASSALPGQGDGNQPQHF. Result: 1 (the TCR binds to the epitope).